This data is from Forward reaction prediction with 1.9M reactions from USPTO patents (1976-2016). The task is: Predict the product of the given reaction. (1) Given the reactants Cl.[CH3:2][O:3][C:4](=[O:14])[C@H:5]([CH2:7][C:8]1[CH:13]=[CH:12][CH:11]=[CH:10][CH:9]=1)[NH2:6].C([O-])(O)=O.[Na+].CC(O)=O.[S:24]1[CH:28]=[C:27]([CH:29]=O)[N:26]=[CH:25]1.[BH-](OC(C)=O)(OC(C)=O)OC(C)=O.[Na+], predict the reaction product. The product is: [C:8]1([CH2:7][C@H:5]([NH:6][CH2:29][C:27]2[N:26]=[CH:25][S:24][CH:28]=2)[C:4]([O:3][CH3:2])=[O:14])[CH:13]=[CH:12][CH:11]=[CH:10][CH:9]=1. (2) The product is: [CH2:1]([O:8][C:9]1[N:10]=[N:11][C:12]([CH:23]=[C:24]([CH3:25])[CH3:26])=[CH:13][C:14]=1[O:15][CH2:16][C:17]1[CH:18]=[CH:19][CH:20]=[CH:21][CH:22]=1)[C:2]1[CH:7]=[CH:6][CH:5]=[CH:4][CH:3]=1. Given the reactants [CH2:1]([O:8][C:9]1[N:10]=[N:11][C:12]([CH:23]2[CH2:25][CH2:24]2)=[CH:13][C:14]=1[O:15][CH2:16][C:17]1[CH:22]=[CH:21][CH:20]=[CH:19][CH:18]=1)[C:2]1[CH:7]=[CH:6][CH:5]=[CH:4][CH:3]=1.[CH2:26](OC1N=NC(Cl)=CC=1OCC1C=CC=CC=1)C1C=CC=CC=1.C(OC1N=NC(C#CC(C)C)=CC=1OCC1C=CC=CC=1)C1C=CC=CC=1.CC1(C)C(C)(C)OB(C=C(C)C)O1.C(=O)([O-])[O-].[K+].[K+], predict the reaction product. (3) Given the reactants [CH2:1]([N:8]1[CH2:13][CH2:12][CH:11]([NH:14][CH3:15])[CH2:10][CH2:9]1)[C:2]1[CH:7]=[CH:6][CH:5]=[CH:4][CH:3]=1.[CH:16]1([CH:19]=O)[CH2:18][CH2:17]1.C([BH3-])#N.[Na+].Cl, predict the reaction product. The product is: [CH2:1]([N:8]1[CH2:13][CH2:12][CH:11]([N:14]([CH2:19][CH:16]2[CH2:18][CH2:17]2)[CH3:15])[CH2:10][CH2:9]1)[C:2]1[CH:3]=[CH:4][CH:5]=[CH:6][CH:7]=1. (4) Given the reactants [C:1]([C:9]1[CH:17]=[CH:16][CH:15]=[CH:14][C:10]=1[C:11](O)=[O:12])(=[O:8])[C:2]1[CH:7]=[CH:6][CH:5]=[CH:4][CH:3]=1.[C:18]([C:26]1[CH:27]=[C:28]([CH:32]=[CH:33][CH:34]=1)[C:29](O)=[O:30])(=[O:25])[C:19]1[CH:24]=[CH:23][CH:22]=[CH:21][CH:20]=1.[C:35]([C:43]1[CH:51]=[CH:50][C:46]([C:47](O)=[O:48])=[CH:45][CH:44]=1)(=[O:42])[C:36]1[CH:41]=[CH:40][CH:39]=[CH:38][CH:37]=1.P(Br)(Br)[Br:53], predict the reaction product. The product is: [C:1]([C:9]1[CH:17]=[CH:16][CH:15]=[CH:14][C:10]=1[C:11]([Br:53])=[O:12])(=[O:8])[C:2]1[CH:7]=[CH:6][CH:5]=[CH:4][CH:3]=1.[C:18]([C:26]1[CH:27]=[C:28]([CH:32]=[CH:33][CH:34]=1)[C:29]([Br:53])=[O:30])(=[O:25])[C:19]1[CH:24]=[CH:23][CH:22]=[CH:21][CH:20]=1.[C:35]([C:43]1[CH:51]=[CH:50][C:46]([C:47]([Br:53])=[O:48])=[CH:45][CH:44]=1)(=[O:42])[C:36]1[CH:41]=[CH:40][CH:39]=[CH:38][CH:37]=1. (5) Given the reactants Cl[C:2]1[C:11]2[C:6](=[CH:7][C:8]([S:12]([N:15]([CH2:22][C:23]3[CH:28]=[CH:27][C:26]([O:29][CH3:30])=[CH:25][CH:24]=3)[C:16]3[CH:21]=[CH:20][N:19]=[CH:18][N:17]=3)(=[O:14])=[O:13])=[CH:9][CH:10]=2)[CH:5]=[CH:4][N:3]=1.[Cl:31][C:32]1[CH:37]=[CH:36][C:35](B(O)O)=[C:34]([O:41][CH3:42])[CH:33]=1.C(=O)([O-])[O-].[K+].[K+], predict the reaction product. The product is: [Cl:31][C:32]1[CH:37]=[CH:36][C:35]([C:2]2[C:11]3[C:6](=[CH:7][C:8]([S:12]([N:15]([CH2:22][C:23]4[CH:28]=[CH:27][C:26]([O:29][CH3:30])=[CH:25][CH:24]=4)[C:16]4[CH:21]=[CH:20][N:19]=[CH:18][N:17]=4)(=[O:13])=[O:14])=[CH:9][CH:10]=3)[CH:5]=[CH:4][N:3]=2)=[C:34]([O:41][CH3:42])[CH:33]=1. (6) Given the reactants [CH3:1][C:2]1([C:26]([OH:28])=[O:27])[O:7][CH2:6][CH:5]([CH2:8][CH2:9][CH2:10][CH2:11][O:12][N:13]=[C:14]([C:16]2[CH:25]=[CH:24][C:23]3[C:18](=[CH:19][CH:20]=[CH:21][CH:22]=3)[CH:17]=2)[CH3:15])[CH2:4][O:3]1.[CH2:29](Br)[CH2:30][CH2:31][CH2:32][CH2:33][CH2:34][CH2:35][CH3:36].C(=O)([O-])[O-].[K+].[K+], predict the reaction product. The product is: [CH2:29]([O:27][C:26]([C:2]1([CH3:1])[O:3][CH2:4][CH:5]([CH2:8][CH2:9][CH2:10][CH2:11][O:12][N:13]=[C:14]([C:16]2[CH:25]=[CH:24][C:23]3[C:18](=[CH:19][CH:20]=[CH:21][CH:22]=3)[CH:17]=2)[CH3:15])[CH2:6][O:7]1)=[O:28])[CH2:30][CH2:31][CH2:32][CH2:33][CH2:34][CH2:35][CH3:36].